Regression. Given a peptide amino acid sequence and an MHC pseudo amino acid sequence, predict their binding affinity value. This is MHC class I binding data. From a dataset of Peptide-MHC class I binding affinity with 185,985 pairs from IEDB/IMGT. (1) The peptide sequence is KLVALGINAV. The MHC is HLA-A02:06 with pseudo-sequence HLA-A02:06. The binding affinity (normalized) is 0.873. (2) The peptide sequence is KKEYNETWY. The MHC is Mamu-B52 with pseudo-sequence Mamu-B52. The binding affinity (normalized) is 0.184. (3) The peptide sequence is EASTWLDIF. The MHC is HLA-A26:01 with pseudo-sequence HLA-A26:01. The binding affinity (normalized) is 0.0847. (4) The peptide sequence is LSKNQILNSIF. The MHC is Mamu-A01 with pseudo-sequence Mamu-A01. The binding affinity (normalized) is 0.262. (5) The binding affinity (normalized) is 0. The MHC is H-2-Kd with pseudo-sequence H-2-Kd. The peptide sequence is NYSLYGDTF. (6) The peptide sequence is SLVGIDPFRL. The MHC is HLA-A02:01 with pseudo-sequence HLA-A02:01. The binding affinity (normalized) is 0.736.